Dataset: Forward reaction prediction with 1.9M reactions from USPTO patents (1976-2016). Task: Predict the product of the given reaction. (1) Given the reactants [H-].[H-].[H-].[H-].[Li+].[Al+3].[F:7][C:8]1[CH:16]=[CH:15][C:11]([C:12](O)=O)=[C:10]([OH:17])[CH:9]=1.[C-:18]#[N:19].[Na+], predict the reaction product. The product is: [F:7][C:8]1[CH:16]=[CH:15][C:11]([CH2:12][C:18]#[N:19])=[C:10]([OH:17])[CH:9]=1. (2) The product is: [N+:1]([C:4]1[CH:17]=[C:16]([N+:18]([O-:20])=[O:19])[CH:15]=[CH:14][C:5]=1[NH:6][C:7]1[CH:12]=[CH:11][C:10]([O:13][CH3:21])=[CH:9][CH:8]=1)([O-:3])=[O:2]. Given the reactants [N+:1]([C:4]1[CH:17]=[C:16]([N+:18]([O-:20])=[O:19])[CH:15]=[CH:14][C:5]=1[NH:6][C:7]1[CH:12]=[CH:11][C:10]([OH:13])=[CH:9][CH:8]=1)([O-:3])=[O:2].[C:21](=O)([O-])[O-].[K+].[K+].CI, predict the reaction product. (3) Given the reactants [O:1]1[C:5]2[CH:6]=[CH:7][C:8]([C:10]3([C:13]([NH:15][C:16]4[S:17][C:18]([CH:22]([N:30]5[CH2:34][CH2:33][C@H:32]([O:35][Si](C(C)(C)C)(C)C)[CH2:31]5)[C:23]5[CH:28]=[CH:27][CH:26]=[CH:25][C:24]=5[Cl:29])=[C:19]([CH3:21])[N:20]=4)=[O:14])[CH2:12][CH2:11]3)=[CH:9][C:4]=2[O:3][CH2:2]1.CCCC[N+](CCCC)(CCCC)CCCC.[F-], predict the reaction product. The product is: [O:1]1[C:5]2[CH:6]=[CH:7][C:8]([C:10]3([C:13]([NH:15][C:16]4[S:17][C:18]([CH:22]([C:23]5[CH:28]=[CH:27][CH:26]=[CH:25][C:24]=5[Cl:29])[N:30]5[CH2:34][CH2:33][C@H:32]([OH:35])[CH2:31]5)=[C:19]([CH3:21])[N:20]=4)=[O:14])[CH2:12][CH2:11]3)=[CH:9][C:4]=2[O:3][CH2:2]1. (4) The product is: [Br:38][CH2:1][CH2:2][CH2:3]/[CH:4]=[CH:5]/[CH2:6][CH2:7][CH2:8][CH2:9][CH3:10]. Given the reactants [CH2:1](O)[CH2:2][CH2:3]/[CH:4]=[CH:5]/[CH2:6][CH2:7][CH2:8][CH2:9][CH3:10].C1(P(C2C=CC=CC=2)C2C=CC=CC=2)C=CC=CC=1.C1C(=O)N([Br:38])C(=O)C1, predict the reaction product. (5) Given the reactants [H][H].[NH3:3].C([O:8][C:9](=[O:40])[CH2:10][O:11][C:12]1[N:20]=[C:19]2[C:15]([N:16]=[CH:17][N:18]2[C@@H:21]2[O:33][C@H:32]([CH2:34][O:35]C(=O)C)[C@@H:27]([O:28]C(=O)C)[C@H:22]2[O:23]C(=O)C)=[C:14](Cl)[N:13]=1)(C)(C)C, predict the reaction product. The product is: [C:9]([CH2:10][O:11][C:12]1[N:13]=[C:14]([NH2:3])[C:15]2[N:16]=[CH:17][N:18]([C:19]=2[N:20]=1)[C@@H:21]1[O:33][C@H:32]([CH2:34][OH:35])[C@@H:27]([OH:28])[C@H:22]1[OH:23])([OH:8])=[O:40]. (6) Given the reactants [C:1]([Si:5]([O:8]/[C:9](=[CH:12]\[C:13]1[CH:18]=[CH:17][C:16]([F:19])=[CH:15][CH:14]=1)/[CH:10]=[CH2:11])([CH3:7])[CH3:6])([CH3:4])([CH3:3])[CH3:2].[C:20]([O:29][CH2:30][CH3:31])(=[O:28])/[CH:21]=[CH:22]/[C:23]([O:25][CH2:26][CH3:27])=[O:24], predict the reaction product. The product is: [Si:5]([O:8][C:9]1[CH:12]([C:13]2[CH:18]=[CH:17][C:16]([F:19])=[CH:15][CH:14]=2)[CH:21]([C:20]([O:29][CH2:30][CH3:31])=[O:28])[CH:22]([C:23]([O:25][CH2:26][CH3:27])=[O:24])[CH2:11][CH:10]=1)([C:1]([CH3:2])([CH3:3])[CH3:4])([CH3:7])[CH3:6]. (7) Given the reactants [N+:1]([C:4]1[CH:5]=[C:6]([CH:11]=[CH:12][CH:13]=1)[C:7]([O:9]C)=O)([O-])=O.[F:14][C:15]([Si](C)(C)C)([F:17])[F:16], predict the reaction product. The product is: [NH2:1][C:4]1[CH:5]=[C:6]([CH:7]([OH:9])[C:15]([F:17])([F:16])[F:14])[CH:11]=[CH:12][CH:13]=1.